From a dataset of Reaction yield outcomes from USPTO patents with 853,638 reactions. Predict the reaction yield, written as a fraction of the theoretical maximum amount of product (1.0 means a 100% yield; for example, 0.34 means a 34% yield). (1) The reactants are [CH2:1]([O:3][C:4](=[O:38])[C:5]1[CH:10]=[CH:9][C:8]([N:11]2[CH:15]=[C:14]([C:16]3[CH:21]=[CH:20][C:19]([Cl:22])=[CH:18][C:17]=3[Cl:23])[N:13]=[C:12]2[CH2:24][C:25]2[CH:30]=[CH:29][C:28]([C:31]3[CH:36]=[CH:35][C:34]([NH2:37])=[CH:33][CH:32]=3)=[CH:27][CH:26]=2)=[CH:7][CH:6]=1)C.[F:39][C:40]([F:52])([F:51])[C:41]1[CH:42]=[C:43]([S:47](Cl)(=[O:49])=[O:48])[CH:44]=[CH:45][CH:46]=1. No catalyst specified. The product is [CH3:1][O:3][C:4](=[O:38])[C:5]1[CH:10]=[CH:9][C:8]([N:11]2[CH:15]=[C:14]([C:16]3[CH:21]=[CH:20][C:19]([Cl:22])=[CH:18][C:17]=3[Cl:23])[N:13]=[C:12]2[CH2:24][C:25]2[CH:26]=[CH:27][C:28]([C:31]3[CH:36]=[CH:35][C:34]([NH:37][S:47]([C:43]4[CH:44]=[CH:45][CH:46]=[C:41]([C:40]([F:39])([F:51])[F:52])[CH:42]=4)(=[O:49])=[O:48])=[CH:33][CH:32]=3)=[CH:29][CH:30]=2)=[CH:7][CH:6]=1. The yield is 0.660. (2) The reactants are C([O:8][C:9]1[C:10](=[O:21])[CH:11]=[C:12]([CH3:20])[N:13]([CH2:15][C:16]([F:19])([F:18])[F:17])[CH:14]=1)C1C=CC=CC=1.[ClH:22]. The catalyst is C(O)(C)C. The product is [ClH:22].[OH:8][C:9]1[C:10](=[O:21])[CH:11]=[C:12]([CH3:20])[N:13]([CH2:15][C:16]([F:17])([F:18])[F:19])[CH:14]=1. The yield is 0.650.